From a dataset of Forward reaction prediction with 1.9M reactions from USPTO patents (1976-2016). Predict the product of the given reaction. Given the reactants [NH2:1][C:2]1[CH:11]=[C:10]2[C:5]([CH:6]([CH2:12][CH2:13][CH2:14][CH3:15])[O:7][C:8]2=[O:9])=[CH:4][CH:3]=1.[C:16]1(=O)[CH2:20][CH2:19][CH2:18][CH2:17]1, predict the reaction product. The product is: [CH2:12]([CH:6]1[C:5]2[C:10](=[CH:11][C:2]([NH:1][CH:16]3[CH2:20][CH2:19][CH2:18][CH2:17]3)=[CH:3][CH:4]=2)[C:8](=[O:9])[O:7]1)[CH2:13][CH2:14][CH3:15].